Predict the product of the given reaction. From a dataset of Forward reaction prediction with 1.9M reactions from USPTO patents (1976-2016). (1) The product is: [CH3:1][O:2][C:3]1[CH:8]=[CH:7][N:6]=[C:5]([C:9](=[O:11])[CH2:10][C:12](=[O:18])[C:13]([O:15][CH2:16][CH3:17])=[O:14])[CH:4]=1. Given the reactants [CH3:1][O:2][C:3]1[CH:8]=[CH:7][N:6]=[C:5]([C:9](=[O:11])[CH3:10])[CH:4]=1.[C:12](OCC)(=[O:18])[C:13]([O:15][CH2:16][CH3:17])=[O:14], predict the reaction product. (2) Given the reactants [NH2:1][CH:2]1[CH2:7][CH2:6][CH:5]([C:8]([O:10][CH2:11][C:12]2[CH:17]=[CH:16][CH:15]=[CH:14][CH:13]=2)=[O:9])[CH2:4][CH2:3]1.[C:18]([N:25]1[CH2:32][CH2:31][CH2:30][C@H:26]1[C:27](O)=[O:28])([O:20][C:21]([CH3:24])([CH3:23])[CH3:22])=[O:19].C1C=CC2N(O)N=NC=2C=1.C(N(CC)CC)C.CCN=C=NCCCN(C)C.Cl, predict the reaction product. The product is: [C:21]([O:20][C:18]([N:25]1[CH2:32][CH2:31][CH2:30][CH:26]1[C:27]([NH:1][C@@H:2]1[CH2:7][CH2:6][C@H:5]([C:8]([O:10][CH2:11][C:12]2[CH:13]=[CH:14][CH:15]=[CH:16][CH:17]=2)=[O:9])[CH2:4][CH2:3]1)=[O:28])=[O:19])([CH3:24])([CH3:23])[CH3:22]. (3) Given the reactants [H-].[Na+].I[CH2:4][CH3:5].[Br:6][C:7]1[CH:8]=[C:9]2[C:13](=[C:14]([CH3:16])[CH:15]=1)[NH:12][N:11]=[CH:10]2.O, predict the reaction product. The product is: [Br:6][C:7]1[CH:8]=[C:9]2[C:13](=[C:14]([CH3:16])[CH:15]=1)[N:12]([CH2:4][CH3:5])[N:11]=[CH:10]2.[Br:6][C:7]1[CH:15]=[C:14]([CH3:16])[C:13]2[C:9](=[CH:10][N:11]([CH2:4][CH3:5])[N:12]=2)[CH:8]=1. (4) The product is: [F:71][C:69]1[CH:70]=[C:65]([CH:66]=[C:67]([F:72])[CH:68]=1)[CH2:64][C@H:50]([NH:49][C:11]([C:8]1[CH:9]=[C:10]2[C:5](=[CH:6][CH:7]=1)[CH2:4][CH2:3][C:2]2=[O:1])=[O:13])[C@H:51]([OH:63])[CH2:52][NH:53][CH2:54][C:55]1[CH:60]=[CH:59][CH:58]=[C:57]([CH2:61][CH3:62])[CH:56]=1. Given the reactants [O:1]=[C:2]1[C:10]2[C:5](=[CH:6][CH:7]=[C:8]([C:11]([OH:13])=O)[CH:9]=2)[CH2:4][CH2:3]1.C(N(C(C)C)CC)(C)C.CN(C(ON1N=NC2C=CC=NC1=2)=[N+](C)C)C.F[P-](F)(F)(F)(F)F.Cl.Cl.[NH2:49][C@@H:50]([CH2:64][C:65]1[CH:70]=[C:69]([F:71])[CH:68]=[C:67]([F:72])[CH:66]=1)[C@H:51]([OH:63])[CH2:52][NH:53][CH2:54][C:55]1[CH:60]=[CH:59][CH:58]=[C:57]([CH2:61][CH3:62])[CH:56]=1, predict the reaction product. (5) Given the reactants [CH:1]([C:4]1[CH:10]=[CH:9][C:8]([CH3:11])=[CH:7][C:5]=1[NH2:6])([CH3:3])[CH3:2].[C:12](=S)=[S:13].C(N(CC)CC)C.C(N=C=NC(C)C)(C)C, predict the reaction product. The product is: [CH:1]([C:4]1[CH:10]=[CH:9][C:8]([CH3:11])=[CH:7][C:5]=1[N:6]=[C:12]=[S:13])([CH3:3])[CH3:2]. (6) Given the reactants [CH2:1]([O:5][CH2:6][CH2:7][O:8][C:9]1[CH:14]=[CH:13][C:12]([C:15]2[CH:16]=[CH:17][C:18]3[N:25]([CH2:26][CH2:27][CH3:28])[CH2:24][CH2:23][CH2:22][C:21]([C:29]([NH:31][C:32]4[CH:37]=[CH:36][C:35]([S:38]([CH2:40][C:41]5[N:45]([CH2:46][CH2:47][CH3:48])[CH:44]=[N:43][CH:42]=5)=[O:39])=[CH:34][CH:33]=4)=[O:30])=[CH:20][C:19]=3[CH:49]=2)=[CH:11][CH:10]=1)[CH2:2][CH2:3]C.CS(O)(=O)=O, predict the reaction product. The product is: [CH2:1]([O:5][CH2:6][CH2:7][O:8][C:9]1[CH:10]=[CH:11][C:12]([C:15]2[CH:16]=[CH:17][C:18]3[N:25]([CH2:26][CH2:27][CH3:28])[CH2:24][CH2:23][CH2:22][C:21]([C:29]([NH:31][C:32]4[CH:37]=[CH:36][C:35]([S@:38]([CH2:40][C:41]5[N:45]([CH2:46][CH2:47][CH3:48])[CH:44]=[N:43][CH:42]=5)=[O:39])=[CH:34][CH:33]=4)=[O:30])=[CH:20][C:19]=3[CH:49]=2)=[CH:13][CH:14]=1)[CH2:2][CH3:3]. (7) The product is: [Cl:8][C:6]1[C:5]([NH:9][C:10](=[O:13])[CH2:11][CH3:12])=[C:4]([CH3:14])[CH:3]=[C:2]([C:15]#[N:16])[N:7]=1. Given the reactants Br[C:2]1[N:7]=[C:6]([Cl:8])[C:5]([NH:9][C:10](=[O:13])[CH2:11][CH3:12])=[C:4]([CH3:14])[CH:3]=1.[CH3:15][N:16](C=O)C, predict the reaction product.